The task is: Predict the product of the given reaction.. This data is from Forward reaction prediction with 1.9M reactions from USPTO patents (1976-2016). (1) Given the reactants F[P-](F)(F)(F)(F)F.C[N+](C)=C(N(C)C)ON1C2N=CC=CC=2N=N1.[NH2:25][C:26]1[N:35]=[C:34]([N:36]2[CH2:41][CH2:40][N:39]([CH3:42])[CH2:38][CH2:37]2)[C:33]2[C:28](=[CH:29][C:30]([C:43]([OH:45])=O)=[CH:31][CH:32]=2)[N:27]=1.CN(C)C=O.C(N(CC)C(C)C)(C)C.[NH2:60][C@@H:61]([CH2:64][C:65]1[CH:70]=[CH:69][C:68]([O:71][CH:72]([CH3:74])[CH3:73])=[CH:67][CH:66]=1)[C:62]#[N:63], predict the reaction product. The product is: [NH2:25][C:26]1[N:35]=[C:34]([N:36]2[CH2:41][CH2:40][N:39]([CH3:42])[CH2:38][CH2:37]2)[C:33]2[C:28](=[CH:29][C:30]([C:43]([NH:60][C@H:61]([C:62]#[N:63])[CH2:64][C:65]3[CH:70]=[CH:69][C:68]([O:71][CH:72]([CH3:74])[CH3:73])=[CH:67][CH:66]=3)=[O:45])=[CH:31][CH:32]=2)[N:27]=1. (2) Given the reactants I[C:2]1[CH:3]=[C:4]([CH:19]=[CH:20][C:21]=1[CH3:22])[C:5]([NH:7][C:8]1[CH:13]=[CH:12][C:11]([O:14][C:15]([F:18])([F:17])[F:16])=[CH:10][CH:9]=1)=[O:6].[S:23]1[CH:27]=[CH:26][N:25]=[CH:24]1.CC([O-])=O.[K+], predict the reaction product. The product is: [CH3:22][C:21]1[CH:20]=[CH:19][C:4]([C:5]([NH:7][C:8]2[CH:13]=[CH:12][C:11]([O:14][C:15]([F:18])([F:17])[F:16])=[CH:10][CH:9]=2)=[O:6])=[CH:3][C:2]=1[C:27]1[S:23][CH:24]=[N:25][CH:26]=1. (3) Given the reactants [Cl:1][C:2]1[CH:3]=[N:4][CH:5]=[CH:6][C:7]=1[C:8]1[CH:13]=[CH:12][CH:11]=[CH:10][CH:9]=1.C1C=C(Cl)C=C(C(OO)=[O:22])C=1, predict the reaction product. The product is: [Cl:1][C:2]1[CH:3]=[N+:4]([O-:22])[CH:5]=[CH:6][C:7]=1[C:8]1[CH:13]=[CH:12][CH:11]=[CH:10][CH:9]=1. (4) Given the reactants [Cl:1][C:2]1[C:3]([F:21])=[C:4]([O:15][CH2:16][CH2:17][CH2:18][O:19][CH3:20])[CH:5]=[C:6]2[C:11]=1[CH:10]=[N:9][CH:8]([CH:12]([CH3:14])[CH3:13])[CH2:7]2.C(O[CH:25]=[C:26]([C:32](=[O:34])[CH3:33])[C:27]([O:29][CH2:30][CH3:31])=[O:28])C, predict the reaction product. The product is: [Cl:1][C:2]1[C:11]2[CH:10]3[N:9]([CH:8]([CH:12]([CH3:14])[CH3:13])[CH2:7][C:6]=2[CH:5]=[C:4]([O:15][CH2:16][CH2:17][CH2:18][O:19][CH3:20])[C:3]=1[F:21])[CH:25]=[C:26]([C:27]([O:29][CH2:30][CH3:31])=[O:28])[C:32](=[O:34])[CH2:33]3. (5) The product is: [CH3:19][C:6]1[N:5]=[C:4]2[N:3]([C:20]3[C:21]([CH3:28])=[CH:22][C:23]([CH3:27])=[CH:24][C:25]=3[CH3:26])[CH:2]=[N:10][C:9]2=[C:8]([NH2:11])[CH:7]=1. Given the reactants C[C:2]1[N:3]([C:20]2[C:25]([CH3:26])=[CH:24][C:23]([CH3:27])=[CH:22][C:21]=2[CH3:28])[C:4]2[C:9]([N:10]=1)=[C:8]([NH:11]CC1C=CC=CC=1)[CH:7]=[C:6]([CH3:19])[N:5]=2, predict the reaction product. (6) Given the reactants [N+:1]([C:4]1[N:5]([CH2:9][C:10]#[CH:11])[CH:6]=[CH:7][N:8]=1)([O-:3])=[O:2].[N:12]([CH:15]([CH2:18][F:19])[CH2:16][OH:17])=[N+:13]=[N-:14].C1COCC1.O=C1O[C@H]([C@H](CO)O)C([O-])=C1O.[Na+], predict the reaction product. The product is: [F:19][CH2:18][CH:15]([N:12]1[CH:11]=[C:10]([CH2:9][N:5]2[CH:6]=[CH:7][N:8]=[C:4]2[N+:1]([O-:3])=[O:2])[N:14]=[N:13]1)[CH2:16][OH:17]. (7) Given the reactants [CH2:1]([O:8][C@H:9]([CH3:35])[C@@H:10]([C:31](OC)=[O:32])[NH:11][C:12]([C:25]1[CH:30]=[CH:29][CH:28]=[CH:27][CH:26]=1)([C:19]1[CH:24]=[CH:23][CH:22]=[CH:21][CH:20]=1)[C:13]1[CH:18]=[CH:17][CH:16]=[CH:15][CH:14]=1)[C:2]1[CH:7]=[CH:6][CH:5]=[CH:4][CH:3]=1.[H-].[Al+3].[Li+].[H-].[H-].[H-].O.[OH-].[Na+], predict the reaction product. The product is: [CH2:1]([O:8][C@H:9]([CH3:35])[C@H:10]([NH:11][C:12]([C:25]1[CH:30]=[CH:29][CH:28]=[CH:27][CH:26]=1)([C:19]1[CH:20]=[CH:21][CH:22]=[CH:23][CH:24]=1)[C:13]1[CH:14]=[CH:15][CH:16]=[CH:17][CH:18]=1)[CH2:31][OH:32])[C:2]1[CH:3]=[CH:4][CH:5]=[CH:6][CH:7]=1. (8) Given the reactants [CH3:1][C@@H:2]1[O:7][C@@H:6]([O:8][C@@H:9]2[C:14]3=[C:15]([OH:32])[C:16]4[C:28](=[O:29])[C:27]5[C:22](=[CH:23][CH:24]=[CH:25][C:26]=5[O:30][CH3:31])[C:20](=[O:21])[C:17]=4[C:18]([OH:19])=[C:13]3[CH2:12][C@@:11]([OH:37])([C:33]([CH2:35][OH:36])=[O:34])[CH2:10]2)[CH2:5][C@H:4]([NH2:38])[C@@H:3]1[OH:39].Cl.C(N(C(C)C)CC)(C)C.CO.C(Cl)Cl, predict the reaction product. The product is: [CH3:1][C@@H:2]1[O:7][C@@H:6]([O:8][C@@H:9]2[C:14]3=[C:15]([OH:32])[C:16]4[C:28](=[O:29])[C:27]5[C:22](=[CH:23][CH:24]=[CH:25][C:26]=5[O:30][CH3:31])[C:20](=[O:21])[C:17]=4[C:18]([OH:19])=[C:13]3[CH2:12][C@@:11]([OH:37])([C:33]([CH2:35][OH:36])=[O:34])[CH2:10]2)[CH2:5][C@H:4]([NH2:38])[C@@H:3]1[OH:39]. (9) Given the reactants [C:1](=O)([O-])[O-].[K+].[K+].IC.[F:9][C:10]1[CH:18]=[C:17]([C:19](O)=[O:20])[C:16]([CH3:22])=[CH:15][C:11]=1[C:12]([OH:14])=[O:13].O.CN([CH:27]=[O:28])C, predict the reaction product. The product is: [F:9][C:10]1[CH:18]=[C:17]([C:19]([O:28][CH3:27])=[O:20])[C:16]([CH3:22])=[CH:15][C:11]=1[C:12]([O:14][CH3:1])=[O:13]. (10) Given the reactants [N:1]1[CH:6]=[CH:5][C:4](/[CH:7]=[CH:8]/[C:9]2[C:17]3[C:12](=[CH:13][C:14]([C@H:18]4[C@@:20]5([C:28]6[C:23](=[CH:24][CH:25]=[CH:26][CH:27]=6)[NH:22][C:21]5=[O:29])[CH2:19]4)=[CH:15][CH:16]=3)[N:11](COCC[Si](C)(C)C)[N:10]=2)=[CH:3][CH:2]=1.B(F)(F)F.CCOCC, predict the reaction product. The product is: [N:1]1[CH:6]=[CH:5][C:4](/[CH:7]=[CH:8]/[C:9]2[C:17]3[C:12](=[CH:13][C:14]([C@H:18]4[C@@:20]5([C:28]6[C:23](=[CH:24][CH:25]=[CH:26][CH:27]=6)[NH:22][C:21]5=[O:29])[CH2:19]4)=[CH:15][CH:16]=3)[NH:11][N:10]=2)=[CH:3][CH:2]=1.